From a dataset of Full USPTO retrosynthesis dataset with 1.9M reactions from patents (1976-2016). Predict the reactants needed to synthesize the given product. (1) Given the product [CH:1]1[C:13]2[C:12]3[CH:14]=[CH:15][C:16]([C:18](=[O:22])[CH2:19][Br:20])=[CH:17][C:11]=3[O:10][CH2:9][CH2:8][CH2:7][O:6][C:5]=2[CH:4]=[C:3]([C:23](=[O:27])[CH2:24][Br:25])[CH:2]=1, predict the reactants needed to synthesize it. The reactants are: [CH:1]1[C:13]2[C:12]3[CH:14]=[CH:15][C:16]([C:18](=[O:22])[CH:19](Br)[Br:20])=[CH:17][C:11]=3[O:10][CH2:9][CH2:8][CH2:7][O:6][C:5]=2[CH:4]=[C:3]([C:23](=[O:27])[CH:24](Br)[Br:25])[CH:2]=1.CCN(CC)CC.P([O-])(OCC)OCC. (2) Given the product [BrH:16].[Br:16][C:7]1[CH:8]=[C:9]2[C:4]([CH2:3][CH2:2][CH2:1]2)=[CH:5][C:6]=1[NH:10][C:11]1[NH:15][CH2:14][CH2:13][N:12]=1, predict the reactants needed to synthesize it. The reactants are: [CH2:1]1[C:9]2[C:4](=[CH:5][C:6]([NH:10][C:11]3[NH:12][CH2:13][CH2:14][N:15]=3)=[CH:7][CH:8]=2)[CH2:3][CH2:2]1.[Br:16]Br.